This data is from Reaction yield outcomes from USPTO patents with 853,638 reactions. The task is: Predict the reaction yield, written as a fraction of the theoretical maximum amount of product (1.0 means a 100% yield; for example, 0.34 means a 34% yield). The reactants are [Cl:1][C:2]1[CH:3]=[C:4]2[C:10]3([CH2:14][C:13](=[O:15])[NH:12][C:11]3=[O:16])[C:9](=[O:17])[N:8]([CH2:18][C:19]([O:21][CH3:22])=[O:20])[C:5]2=[CH:6][CH:7]=1.CC(C)([O-])C.[K+].[Cl:29][C:30]1[CH:31]=[C:32]([CH:35]=[CH:36][CH:37]=1)[CH2:33]Br.O1CCCC1.C(OCC)C. The catalyst is CN(C)C=O. The product is [Cl:1][C:2]1[CH:3]=[C:4]2[C:10]3([CH2:14][C:13](=[O:15])[N:12]([CH2:33][C:32]4[CH:35]=[CH:36][CH:37]=[C:30]([Cl:29])[CH:31]=4)[C:11]3=[O:16])[C:9](=[O:17])[N:8]([CH2:18][C:19]([O:21][CH3:22])=[O:20])[C:5]2=[CH:6][CH:7]=1. The yield is 0.520.